Dataset: Full USPTO retrosynthesis dataset with 1.9M reactions from patents (1976-2016). Task: Predict the reactants needed to synthesize the given product. (1) Given the product [CH2:1]([C:8]1[CH:9]=[CH:10][C:11]([OH:14])=[N:12][CH:13]=1)[C:2]1[CH:3]=[CH:4][CH:5]=[CH:6][CH:7]=1, predict the reactants needed to synthesize it. The reactants are: [CH2:1]([C:8]1[CH:9]=[CH:10][C:11]([O:14]C)=[N:12][CH:13]=1)[C:2]1[CH:7]=[CH:6][CH:5]=[CH:4][CH:3]=1.Br. (2) Given the product [CH3:13][O:11][C:10](=[O:12])[CH2:9][CH2:8][C:3]1[CH:4]=[CH:5][CH:6]=[CH:7][C:2]=1[Br:1], predict the reactants needed to synthesize it. The reactants are: [Br:1][C:2]1[CH:7]=[CH:6][CH:5]=[CH:4][C:3]=1[CH2:8][CH2:9][C:10]([OH:12])=[O:11].[CH3:13]O. (3) The reactants are: [C:1]([C:7]1[CH:8]=[CH:9][CH:10]=[CH:11][CH:12]=1)#[C:2][CH2:3][CH2:4][CH2:5][CH3:6].C1COCC1.[F:18][C:19]1[CH:20]=[C:21]([CH:27]=[CH:28][C:29]=1I)[C:22]([O:24][CH2:25][CH3:26])=[O:23]. Given the product [F:18][C:19]1[CH:20]=[C:21]([CH:27]=[CH:28][C:29]=1[C:6]#[C:5][CH2:4][CH2:3][CH2:2][CH2:1][C:7]1[CH:12]=[CH:11][CH:10]=[CH:9][CH:8]=1)[C:22]([O:24][CH2:25][CH3:26])=[O:23], predict the reactants needed to synthesize it. (4) Given the product [N+:1]([C:4]1[CH:5]=[N:6][CH:7]=[CH:8][C:9]=1[Cl:11])([O-:3])=[O:2], predict the reactants needed to synthesize it. The reactants are: [N+:1]([C:4]1[CH:5]=[N:6][CH:7]=[CH:8][C:9]=1O)([O-:3])=[O:2].[Cl:11]Cl. (5) Given the product [Br:1][C:2]1[C:7]([C:8]#[N:10])=[CH:6][C:5]([C:11]([F:13])([F:12])[F:14])=[N:4][CH:3]=1, predict the reactants needed to synthesize it. The reactants are: [Br:1][C:2]1[C:7]([C:8]([NH2:10])=O)=[CH:6][C:5]([C:11]([F:14])([F:13])[F:12])=[N:4][CH:3]=1.[OH-].[Na+]. (6) Given the product [CH:62]1[C:63]2[CH:51]([CH2:50][O:49][C:47]([NH:1][C@H:2]([C:20]3[N:24]([C@@H:25]([CH2:29][CH2:30][CH2:31][CH3:32])[C:26]([OH:28])=[O:27])[N:23]=[N:22][N:21]=3)[CH2:3][C:4]3[C:12]4[C:7](=[CH:8][CH:9]=[CH:10][CH:11]=4)[N:6]([C:13]([O:15][C:16]([CH3:18])([CH3:19])[CH3:17])=[O:14])[CH:5]=3)=[O:46])[C:52]3[C:57](=[CH:56][CH:55]=[CH:54][CH:53]=3)[C:58]=2[CH:59]=[CH:60][CH:61]=1, predict the reactants needed to synthesize it. The reactants are: [NH2:1][C@H:2]([C:20]1[N:24]([C@@H:25]([CH2:29][CH2:30][CH2:31][CH3:32])[C:26]([OH:28])=[O:27])[N:23]=[N:22][N:21]=1)[CH2:3][C:4]1[C:12]2[C:7](=[CH:8][CH:9]=[CH:10][CH:11]=2)[N:6]([C:13]([O:15][C:16]([CH3:19])([CH3:18])[CH3:17])=[O:14])[CH:5]=1.C([O-])([O-])=O.[Na+].[Na+].C1C(=O)N([O:46][C:47]([O:49][CH2:50][CH:51]2[C:63]3[C:58](=[CH:59][CH:60]=[CH:61][CH:62]=3)[C:57]3[C:52]2=[CH:53][CH:54]=[CH:55][CH:56]=3)=O)C(=O)C1.